This data is from Forward reaction prediction with 1.9M reactions from USPTO patents (1976-2016). The task is: Predict the product of the given reaction. (1) The product is: [F:21][C:18]1[CH:19]=[CH:20][C:15]([CH2:14][N:13]2[C:9]([C:3]3[C:2]([C:29]4[CH:28]=[CH:27][C:26]([N:39]5[CH2:40][CH2:41][N:42]([CH3:45])[CH2:43][CH2:44]5)=[CH:25][C:24]=4[O:22][CH3:23])=[CH:7][N:6]=[C:5]([NH2:8])[CH:4]=3)=[CH:10][CH:11]=[N:12]2)=[CH:16][CH:17]=1. Given the reactants Br[C:2]1[C:3]([C:9]2[N:13]([CH2:14][C:15]3[CH:20]=[CH:19][C:18]([F:21])=[CH:17][CH:16]=3)[N:12]=[CH:11][CH:10]=2)=[CH:4][C:5]([NH2:8])=[N:6][CH:7]=1.[O:22]([C:24]1[CH:25]=[C:26]([N:39]2[CH2:44][CH2:43][N:42]([CH3:45])[CH2:41][CH2:40]2)[CH:27]=[CH:28][C:29]=1B1OC(C)(C)C(C)(C)O1)[CH3:23], predict the reaction product. (2) Given the reactants [F:1][C:2]([F:13])([F:12])[C:3]1[CH:11]=[CH:10][CH:9]=[CH:8][C:4]=1[C:5](Cl)=[O:6].C(N(CC)CC)C.[Br:21][C:22]1[CH:30]=[CH:29][C:25]([CH2:26][CH2:27][NH2:28])=[CH:24][CH:23]=1, predict the reaction product. The product is: [Br:21][C:22]1[CH:30]=[CH:29][C:25]([CH2:26][CH2:27][NH:28][C:5](=[O:6])[C:4]2[CH:8]=[CH:9][CH:10]=[CH:11][C:3]=2[C:2]([F:13])([F:12])[F:1])=[CH:24][CH:23]=1.